From a dataset of Forward reaction prediction with 1.9M reactions from USPTO patents (1976-2016). Predict the product of the given reaction. (1) Given the reactants [Cl:1][C:2]1[C:7]([CH3:8])=[CH:6][C:5]([N+:9]([O-:11])=[O:10])=[CH:4][N:3]=1.NC(N)=[O:14].OO.FC(F)(F)C(OC(=O)C(F)(F)F)=O.S(S([O-])=O)([O-])=O.[Na+].[Na+], predict the reaction product. The product is: [Cl:1][C:2]1[C:7]([CH3:8])=[CH:6][C:5]([N+:9]([O-:11])=[O:10])=[CH:4][N+:3]=1[O-:14]. (2) Given the reactants [CH2:1]([O:8][C:9](=[O:15])[CH2:10][CH2:11][CH2:12][CH2:13]Br)[C:2]1[CH:7]=[CH:6][CH:5]=[CH:4][CH:3]=1.Cl.[C:17]([O:21][C:22](=[O:26])[CH2:23][NH:24][CH3:25])([CH3:20])([CH3:19])[CH3:18].C(N(CC)CC)C, predict the reaction product. The product is: [CH2:1]([O:8][C:9](=[O:15])[CH2:10][CH2:11][CH2:12][CH2:13][N:24]([CH2:23][C:22]([O:21][C:17]([CH3:20])([CH3:19])[CH3:18])=[O:26])[CH3:25])[C:2]1[CH:7]=[CH:6][CH:5]=[CH:4][CH:3]=1. (3) Given the reactants [Cl:1][C:2]1[N:3]=[C:4](Cl)[C:5]2[CH2:10][O:9][C:8](=[O:11])[C:6]=2[N:7]=1.[NH:13]1[CH2:18][CH2:17][O:16][CH2:15][CH2:14]1.C(N(CC)CC)C.CCOC(C)=O, predict the reaction product. The product is: [Cl:1][C:2]1[N:3]=[C:4]([N:13]2[CH2:18][CH2:17][O:16][CH2:15][CH2:14]2)[C:5]2[CH2:10][O:9][C:8](=[O:11])[C:6]=2[N:7]=1. (4) Given the reactants [Cl:1][C:2]1[N:7]=[C:6]([O:8][C:9]2[CH:14]=[CH:13][C:12]([O:15][CH3:16])=[CH:11][CH:10]=2)[C:5]([NH2:17])=[CH:4][N:3]=1.[C:18]([O:22][C:23]([N:25]1[CH2:29][C@H:28]([O:30][Si:31]([C:34]([CH3:37])([CH3:36])[CH3:35])([CH3:33])[CH3:32])[CH2:27][C@H:26]1[CH:38]=O)=[O:24])([CH3:21])([CH3:20])[CH3:19].C(O)(=O)C.[BH-](OC(C)=O)(OC(C)=O)OC(C)=O.[Na+], predict the reaction product. The product is: [C:18]([O:22][C:23]([N:25]1[CH2:29][C@H:28]([O:30][Si:31]([C:34]([CH3:37])([CH3:36])[CH3:35])([CH3:32])[CH3:33])[CH2:27][C@H:26]1[CH2:38][NH:17][C:5]1[C:6]([O:8][C:9]2[CH:10]=[CH:11][C:12]([O:15][CH3:16])=[CH:13][CH:14]=2)=[N:7][C:2]([Cl:1])=[N:3][CH:4]=1)=[O:24])([CH3:21])([CH3:20])[CH3:19]. (5) The product is: [CH3:23][O:27][N:28]([CH3:29])[C:12](=[O:14])[CH2:11]/[CH:10]=[CH:9]/[C:6]1[CH:5]=[CH:4][C:3]([O:2][CH3:1])=[CH:8][CH:7]=1. Given the reactants [CH3:1][O:2][C:3]1[CH:8]=[CH:7][C:6](/[CH:9]=[CH:10]/[CH2:11][C:12]([OH:14])=O)=[CH:5][CH:4]=1.[B-](F)(F)(F)F.CN([C:23]([O:27][N:28]1N=NC2[C:29]1=CC=CC=2)=[N+](C)C)C.CCN(CC)CC, predict the reaction product. (6) Given the reactants O=[C:2]([C:17]1[CH:22]=[CH:21][CH:20]=[CH:19][N:18]=1)[CH2:3][N:4]1[CH2:9][CH2:8][N:7]([C:10]([O:12][C:13]([CH3:16])([CH3:15])[CH3:14])=[O:11])[CH2:6][CH2:5]1.COC(OC)[N:26]([CH3:28])C.[NH2:31]N, predict the reaction product. The product is: [N:18]1[CH:19]=[CH:20][CH:21]=[CH:22][C:17]=1[C:2]1[C:3]([N:4]2[CH2:9][CH2:8][N:7]([C:10]([O:12][C:13]([CH3:16])([CH3:15])[CH3:14])=[O:11])[CH2:6][CH2:5]2)=[CH:28][NH:26][N:31]=1.